Dataset: Experimentally validated miRNA-target interactions with 360,000+ pairs, plus equal number of negative samples. Task: Binary Classification. Given a miRNA mature sequence and a target amino acid sequence, predict their likelihood of interaction. The miRNA is mmu-miR-666-5p with sequence AGCGGGCACAGCUGUGAGAGCC. The protein sequence of the target gene is MTTLDDKLLGEKLQYYYSTSEDEDSDHEDKDRGRGAPAISSTPAEAELAGEGISINTGPKGVINDWRRFKQLETEQREEQCREMERLIKKLSMSCRSHLDEEEEQQKQKDLQEKISGKMTLKEFGTKDKNLDDEEFLQQYRKQRMEEMRQQFHKGPQFKQVFEIPSGEGFLDMIDKEQKSTLIMVHIYEDGVPGTEAMNGCMICLATEYPAVKFCRVRSSVIGASSRFTRNALPALLIYKAGELIGNFVRVTDQLGEDFFAVDLEAFLQEFGLLPEKEVLVLTSVRNSATCHSEDSDLEI.... Result: 0 (no interaction).